Task: Regression/Classification. Given a drug SMILES string, predict its toxicity properties. Task type varies by dataset: regression for continuous values (e.g., LD50, hERG inhibition percentage) or binary classification for toxic/non-toxic outcomes (e.g., AMES mutagenicity, cardiotoxicity, hepatotoxicity). Dataset: herg_karim.. Dataset: hERG potassium channel inhibition data for cardiac toxicity prediction from Karim et al. (1) The drug is CN1CCc2c(c3ccccc3n2Cc2ccc(C(=O)NO)cc2)C1. The result is 0 (non-blocker). (2) The result is 1 (blocker). The molecule is CCN1CCN(c2cc3[nH]c(C(=O)C4(C)CCC(NC(=O)OC)CC4)nc3cc2Cl)CC1. (3) The compound is NS(=O)(=O)NCCC1CCN(c2ncnc3ccc(Cl)cc23)CC1. The result is 1 (blocker). (4) The drug is N[C@@H]1CO[C@@H]1COc1ccc2ncc(F)c(CCC34CCC(NCc5ccc6c(n5)NC(=O)CO6)(CC3)CO4)c2n1. The result is 1 (blocker). (5) The drug is CC(C)(O)[C@H]1CC[C@H](Nc2ccn3ncc(-c4cccc(C(F)(F)F)c4)c3n2)CC1. The result is 0 (non-blocker). (6) The compound is CNC(=O)c1cc(OCCCCN2CCC(c3noc4cc(F)ccc34)CC2)ccc1F. The result is 1 (blocker).